From a dataset of Forward reaction prediction with 1.9M reactions from USPTO patents (1976-2016). Predict the product of the given reaction. (1) Given the reactants Br[CH2:2][CH2:3][CH2:4][S:5](=[O:38])([C:32]1[CH:37]=[CH:36][CH:35]=[CH:34][CH:33]=1)=[N:6][C:7](=[O:31])[C:8]1[CH:13]=[C:12]([C:14]#[C:15][C:16]2[CH:21]=[CH:20][CH:19]=[C:18]([NH:22][C:23]([C:25]3[O:26][CH:27]=[CH:28][C:29]=3[CH3:30])=[O:24])[CH:17]=2)[CH:11]=[N:10][CH:9]=1.[F:39][CH:40]1[CH2:45][CH2:44][CH2:43][NH:42][CH2:41]1, predict the reaction product. The product is: [F:39][CH:40]1[CH2:45][CH2:44][CH2:43][N:42]([CH2:2][CH2:3][CH2:4][S:5](=[O:38])([C:32]2[CH:37]=[CH:36][CH:35]=[CH:34][CH:33]=2)=[N:6][C:7](=[O:31])[C:8]2[CH:13]=[C:12]([C:14]#[C:15][C:16]3[CH:21]=[CH:20][CH:19]=[C:18]([NH:22][C:23]([C:25]4[O:26][CH:27]=[CH:28][C:29]=4[CH3:30])=[O:24])[CH:17]=3)[CH:11]=[N:10][CH:9]=2)[CH2:41]1. (2) Given the reactants OC(C(F)(F)F)=O.[CH2:8]([O:10][C:11]1[CH:39]=[CH:38][C:14]([CH2:15][N:16]2[C:24]3[CH:23]=[CH:22][C:21]([C:25]([N:27]4[CH2:32][CH2:31][CH:30]([CH3:33])[CH2:29][CH2:28]4)=[O:26])=[CH:20][C:19]=3[C:18]3[CH2:34][NH:35][CH2:36][CH2:37][C:17]2=3)=[CH:13][CH:12]=1)[CH3:9].CO[C:42]1[CH2:43][CH2:44][CH2:45][N:46]=1, predict the reaction product. The product is: [N:46]1[CH2:45][CH2:44][CH2:43][C:42]=1[N:35]1[CH2:36][CH2:37][C:17]2[N:16]([CH2:15][C:14]3[CH:13]=[CH:12][C:11]([O:10][CH2:8][CH3:9])=[CH:39][CH:38]=3)[C:24]3[CH:23]=[CH:22][C:21]([C:25]([N:27]4[CH2:28][CH2:29][CH:30]([CH3:33])[CH2:31][CH2:32]4)=[O:26])=[CH:20][C:19]=3[C:18]=2[CH2:34]1.